From a dataset of CYP2C9 inhibition data for predicting drug metabolism from PubChem BioAssay. Regression/Classification. Given a drug SMILES string, predict its absorption, distribution, metabolism, or excretion properties. Task type varies by dataset: regression for continuous measurements (e.g., permeability, clearance, half-life) or binary classification for categorical outcomes (e.g., BBB penetration, CYP inhibition). Dataset: cyp2c9_veith. (1) The compound is Cc1ccc(C)c(Cn2cnc3c(cnn3C(C)(C)C)c2=O)c1. The result is 1 (inhibitor). (2) The molecule is Cn1cc([N+](=O)[O-])c(C(=O)Nc2ccc(Br)cn2)n1. The result is 0 (non-inhibitor). (3) The compound is COc1ccc(NC(=O)N2CC[C@@]3(CCCN(C(C)=O)C3)C2)cc1. The result is 0 (non-inhibitor). (4) The compound is CC(C)[C@H](NC(=O)OC(C)(C)C)[C@@H](O)CC(=O)C(C)(C)C. The result is 0 (non-inhibitor). (5) The molecule is COC(=O)[C@@H]1CC[C@H](C)[C@@H](c2ccc(C)cc2)N1C(=O)c1ccc(/C=N\OC[C@@H]2O[C@H](c3ccccc3)C=C[C@@H]2Oc2ccc(OC)cc2)cc1. The result is 0 (non-inhibitor). (6) The drug is NC1=N[C@H](c2ccc(Cl)cc2)N(c2ccc(S(N)(=O)=O)cc2)C(N)=N1. The result is 0 (non-inhibitor).